This data is from Buchwald-Hartwig C-N cross coupling reaction yields with 55,370 reactions. The task is: Predict the reaction yield, written as a fraction of the theoretical maximum amount of product (1.0 means a 100% yield; for example, 0.34 means a 34% yield). The reactants are Brc1ccccn1.Cc1ccc(N)cc1.O=S(=O)(O[Pd]1c2ccccc2-c2ccccc2N~1)C(F)(F)F.CC(C)c1cc(C(C)C)c(-c2ccccc2P(C(C)(C)C)C(C)(C)C)c(C(C)C)c1.CN1CCCN2CCCN=C12.CCOC(=O)c1cnoc1. No catalyst specified. The product is Cc1ccc(Nc2ccccn2)cc1. The yield is 0.461.